Dataset: Reaction yield outcomes from USPTO patents with 853,638 reactions. Task: Predict the reaction yield, written as a fraction of the theoretical maximum amount of product (1.0 means a 100% yield; for example, 0.34 means a 34% yield). (1) The reactants are [Li+].[Cl-].[CH:3]([Mg]Cl)([CH3:5])[CH3:4].[N:8]1[CH:13]=[C:12]([C:14]([C:16]2[CH:21]=[CH:20][C:19]([O:22][C:23]3[CH:28]=[CH:27][C:26]([C:29]([F:32])([F:31])[F:30])=[CH:25][CH:24]=3)=[CH:18][N:17]=2)=[O:15])[CH:11]=[N:10][CH:9]=1. The catalyst is C1COCC1.[Cl-].[Cl-].[Zn+2]. The product is [CH3:4][CH:3]([CH3:5])[C:14]([C:12]1[CH:13]=[N:8][CH:9]=[N:10][CH:11]=1)([C:16]1[CH:21]=[CH:20][C:19]([O:22][C:23]2[CH:28]=[CH:27][C:26]([C:29]([F:32])([F:30])[F:31])=[CH:25][CH:24]=2)=[CH:18][N:17]=1)[OH:15]. The yield is 0.620. (2) The reactants are Cl[C:2]1[CH:7]=[C:6]([O:8][C:9]2[CH:10]=[N:11][C:12]([N+:15]([O-:17])=[O:16])=[CH:13][CH:14]=2)[CH:5]=[CH:4][N:3]=1.[CH3:18][N:19]1[CH:23]=[C:22](B2OC(C)(C)C(C)(C)O2)[CH:21]=[N:20]1.C([O-])([O-])=O.[Cs+].[Cs+]. The catalyst is CN(C=O)C.C1C=CC([P]([Pd]([P](C2C=CC=CC=2)(C2C=CC=CC=2)C2C=CC=CC=2)([P](C2C=CC=CC=2)(C2C=CC=CC=2)C2C=CC=CC=2)[P](C2C=CC=CC=2)(C2C=CC=CC=2)C2C=CC=CC=2)(C2C=CC=CC=2)C2C=CC=CC=2)=CC=1. The product is [CH3:18][N:19]1[CH:23]=[C:22]([C:2]2[CH:7]=[C:6]([O:8][C:9]3[CH:10]=[N:11][C:12]([N+:15]([O-:17])=[O:16])=[CH:13][CH:14]=3)[CH:5]=[CH:4][N:3]=2)[CH:21]=[N:20]1. The yield is 0.720. (3) The reactants are Br[CH:2]1[CH2:8][NH:7][C:6]2[CH:9]=[CH:10][CH:11]=[CH:12][C:5]=2[N:4]2[C:13]([CH3:16])=[N:14][N:15]=[C:3]12.CC1(C)C(C)(C)OB([C:25]2[CH:26]=[CH:27][C:28]([NH2:31])=[N:29][CH:30]=2)O1.[C:33]([O-])([O-])=O.[Cs+].[Cs+]. The catalyst is O1CCOCC1.O.C1C=CC([P]([Pd]([P](C2C=CC=CC=2)(C2C=CC=CC=2)C2C=CC=CC=2)([P](C2C=CC=CC=2)(C2C=CC=CC=2)C2C=CC=CC=2)[P](C2C=CC=CC=2)(C2C=CC=CC=2)C2C=CC=CC=2)(C2C=CC=CC=2)C2C=CC=CC=2)=CC=1. The product is [CH3:16][C:13]1[N:4]2[C:5]3[CH:12]=[CH:11][C:10]([C:25]4[CH:26]=[CH:27][C:28]([NH2:31])=[N:29][CH:30]=4)=[CH:9][C:6]=3[N:7]([CH3:33])[CH2:8][CH2:2][C:3]2=[N:15][N:14]=1. The yield is 0.380.